Dataset: Forward reaction prediction with 1.9M reactions from USPTO patents (1976-2016). Task: Predict the product of the given reaction. (1) Given the reactants [CH3:1][O:2][C:3](=[O:11])[CH2:4][CH2:5][C:6]1[N:7]=[CH:8][NH:9][CH:10]=1.C([O-])([O-])=O.[K+].[K+].Br[CH2:19][C:20]1[CH:24]=[C:23]([C:25]2[S:26][C:27]([Cl:30])=[CH:28][CH:29]=2)[O:22][N:21]=1, predict the reaction product. The product is: [CH3:1][O:2][C:3](=[O:11])[CH2:4][CH2:5][C:6]1[N:7]=[CH:8][N:9]([CH2:19][C:20]2[CH:24]=[C:23]([C:25]3[S:26][C:27]([Cl:30])=[CH:28][CH:29]=3)[O:22][N:21]=2)[CH:10]=1. (2) Given the reactants Cl.[CH3:2][S:3][CH2:4][CH2:5][C:6]([OH:8])=O.[CH2:9]([C@H:16]1[CH2:20][NH:19][C@H:18]([C:21]([NH:23][C:24]2[CH:29]=[CH:28][C:27]([O:30][C:31]3[CH:36]=[CH:35][C:34]([F:37])=[CH:33][CH:32]=3)=[CH:26][CH:25]=2)=[O:22])[CH2:17]1)[C:10]1[CH:15]=[CH:14][CH:13]=[CH:12][CH:11]=1, predict the reaction product. The product is: [CH2:9]([C@H:16]1[CH2:20][N:19]([C:6](=[O:8])[CH2:5][CH2:4][S:3][CH3:2])[C@H:18]([C:21]([NH:23][C:24]2[CH:29]=[CH:28][C:27]([O:30][C:31]3[CH:32]=[CH:33][C:34]([F:37])=[CH:35][CH:36]=3)=[CH:26][CH:25]=2)=[O:22])[CH2:17]1)[C:10]1[CH:11]=[CH:12][CH:13]=[CH:14][CH:15]=1. (3) Given the reactants [Br:1][C:2]1[CH:3]=[C:4]2[C:8](=[CH:9][CH:10]=1)[NH:7][CH:6]=[C:5]2[CH2:11][CH2:12][C:13]([OH:15])=O.Cl.[CH3:17][N:18](C)[CH2:19]CCN=C=NCC.ON1C2C=CC=CC=2N=N1.Cl.CNC.C(N(CC)CC)C, predict the reaction product. The product is: [Br:1][C:2]1[CH:3]=[C:4]2[C:8](=[CH:9][CH:10]=1)[NH:7][CH:6]=[C:5]2[CH2:11][CH2:12][C:13]([N:18]([CH3:19])[CH3:17])=[O:15].